The task is: Regression. Given two drug SMILES strings and cell line genomic features, predict the synergy score measuring deviation from expected non-interaction effect.. This data is from NCI-60 drug combinations with 297,098 pairs across 59 cell lines. (1) Drug 1: CCCS(=O)(=O)NC1=C(C(=C(C=C1)F)C(=O)C2=CNC3=C2C=C(C=N3)C4=CC=C(C=C4)Cl)F. Drug 2: C1C(C(OC1N2C=NC(=NC2=O)N)CO)O. Cell line: SK-MEL-2. Synergy scores: CSS=17.8, Synergy_ZIP=0.286, Synergy_Bliss=4.67, Synergy_Loewe=-9.51, Synergy_HSA=1.58. (2) Drug 1: C1=NC2=C(N=C(N=C2N1C3C(C(C(O3)CO)O)O)F)N. Drug 2: C1C(C(OC1N2C=NC(=NC2=O)N)CO)O. Cell line: NCI-H226. Synergy scores: CSS=-1.78, Synergy_ZIP=0.0984, Synergy_Bliss=0.403, Synergy_Loewe=-4.25, Synergy_HSA=-3.45. (3) Drug 1: CC12CCC3C(C1CCC2=O)CC(=C)C4=CC(=O)C=CC34C. Drug 2: C1=CC=C(C(=C1)C(C2=CC=C(C=C2)Cl)C(Cl)Cl)Cl. Cell line: NCI-H226. Synergy scores: CSS=26.6, Synergy_ZIP=-8.76, Synergy_Bliss=-4.44, Synergy_Loewe=-4.00, Synergy_HSA=-4.19. (4) Drug 1: CC1=C(C=C(C=C1)NC2=NC=CC(=N2)N(C)C3=CC4=NN(C(=C4C=C3)C)C)S(=O)(=O)N.Cl. Drug 2: C1=CC(=CC=C1C#N)C(C2=CC=C(C=C2)C#N)N3C=NC=N3. Cell line: SK-MEL-28. Synergy scores: CSS=-5.98, Synergy_ZIP=2.51, Synergy_Bliss=2.26, Synergy_Loewe=-1.29, Synergy_HSA=-0.967.